This data is from Full USPTO retrosynthesis dataset with 1.9M reactions from patents (1976-2016). The task is: Predict the reactants needed to synthesize the given product. (1) Given the product [CH2:13]([C:17]1[N:21]([CH2:22][C:23]2[CH:24]=[CH:25][C:26]([C:29]3[CH:34]=[CH:33][CH:32]=[CH:31][CH:30]=3)=[C:27]([C:2]3[NH:4][N:11]=[N:10][N:9]=3)[CH:28]=2)[C:20](=[O:37])[C:19]2([CH2:41][CH2:40][CH2:39][CH2:38]2)[N:18]=1)[CH2:14][CH2:15][CH3:16], predict the reactants needed to synthesize it. The reactants are: Cl.[CH2:2]([N:4](CC)CC)C.[N-:9]=[N+:10]=[N-:11].[Na+].[CH2:13]([C:17]1[N:21]([CH2:22][C:23]2[CH:28]=[CH:27][C:26]([C:29]3[CH:34]=[CH:33][CH:32]=[CH:31][C:30]=3C#N)=[CH:25][CH:24]=2)[C:20](=[O:37])[C:19]2([CH2:41][CH2:40][CH2:39][CH2:38]2)[N:18]=1)[CH2:14][CH2:15][CH3:16].[OH-].[Na+]. (2) Given the product [NH2:21][C:17]1[C:18]([CH3:20])=[CH:19][C:10]([NH:9][C:7]([C:5]2[S:6][C:2]([Cl:1])=[CH:3][CH:4]=2)=[O:8])=[C:11]([CH:16]=1)[C:12]([O:14][CH3:15])=[O:13], predict the reactants needed to synthesize it. The reactants are: [Cl:1][C:2]1[S:6][C:5]([C:7]([NH:9][C:10]2[CH:19]=[C:18]([CH3:20])[C:17]([N+:21]([O-])=O)=[CH:16][C:11]=2[C:12]([O:14][CH3:15])=[O:13])=[O:8])=[CH:4][CH:3]=1.O.NN.S([O-])([O-])(=O)=O.[Na+].[Na+]. (3) Given the product [CH3:1][O:2][CH2:3][C:4]1[CH:5]=[C:6]([C:10]2[O:14][CH:13]=[N:12][C:11]=2[CH2:15][OH:16])[CH:7]=[CH:8][CH:9]=1, predict the reactants needed to synthesize it. The reactants are: [CH3:1][O:2][CH2:3][C:4]1[CH:5]=[C:6]([C:10]2[O:14][CH:13]=[N:12][C:11]=2[C:15](OC)=[O:16])[CH:7]=[CH:8][CH:9]=1.[BH4-].[Li+]. (4) Given the product [C:24]1([C:25]#[C:20][C:17]2[CH:16]=[CH:15][C:14]([C:12]([OH:13])=[O:30])=[CH:19][CH:18]=2)[CH:23]=[CH:26][CH:27]=[CH:36][CH:35]=1, predict the reactants needed to synthesize it. The reactants are: ONC([C@@H](N[C:12]([C:14]1[CH:19]=[CH:18][C:17]([C:20]2[CH:25]=[CH:24][C:23]([CH2:26][CH3:27])=CC=2)=[CH:16][CH:15]=1)=[O:13])CNC(=O)C)=O.Cl.N[OH:30].C[O-].[Na+].Cl.[CH3:35][CH2:36]OC(C)=O. (5) The reactants are: [Al+3].[Cl-].[Cl-].[Cl-].[C:5](Cl)(=[O:10])/[C:6](=[CH:8]/[CH3:9])/[CH3:7].[CH3:12][C:13]1[CH:14]=[CH:15][C:16]([CH3:19])=[CH:17][CH:18]=1.Cl. Given the product [CH3:7][CH:6]1[CH:8]([CH3:9])[C:15]2[C:14](=[C:13]([CH3:12])[CH:18]=[CH:17][C:16]=2[CH3:19])[C:5]1=[O:10], predict the reactants needed to synthesize it.